This data is from Reaction yield outcomes from USPTO patents with 853,638 reactions. The task is: Predict the reaction yield, written as a fraction of the theoretical maximum amount of product (1.0 means a 100% yield; for example, 0.34 means a 34% yield). (1) The reactants are [Cl:1][C:2]1[CH:7]=[CH:6][CH:5]=[C:4]([F:8])[C:3]=1[CH:9]([CH3:14])[C:10](OC)=[O:11].[H-].[H-].[H-].[H-].[Li+].[Al+3]. The catalyst is C1COCC1. The product is [Cl:1][C:2]1[CH:7]=[CH:6][CH:5]=[C:4]([F:8])[C:3]=1[CH:9]([CH3:14])[CH2:10][OH:11]. The yield is 0.990. (2) The reactants are [CH2:1]([O:3][C:4]1[CH:9]=[CH:8][CH:7]=[CH:6][C:5]=1[C:10]1[CH:15]=[CH:14][C:13]([NH2:16])=[CH:12][C:11]=1[N+:17]([O-:19])=[O:18])[CH3:2].[CH3:20][C:21]([O:24][C:25](O[C:25]([O:24][C:21]([CH3:23])([CH3:22])[CH3:20])=[O:26])=[O:26])([CH3:23])[CH3:22]. The product is [C:21]([O:24][C:25](=[O:26])[NH:16][C:13]1[CH:14]=[CH:15][C:10]([C:5]2[CH:6]=[CH:7][CH:8]=[CH:9][C:4]=2[O:3][CH2:1][CH3:2])=[C:11]([N+:17]([O-:19])=[O:18])[CH:12]=1)([CH3:23])([CH3:22])[CH3:20]. The yield is 0.830. No catalyst specified. (3) The reactants are [CH3:1][N:2]1[CH2:7][CH2:6][CH:5]([N:8]2[C:17]3[C:12](=[CH:13][CH:14]=[CH:15][CH:16]=3)[CH2:11][CH2:10][C:9]2=[O:18])[CH2:4][CH2:3]1.[N+:19]([O-])([OH:21])=[O:20]. The catalyst is OS(O)(=O)=O. The product is [CH3:1][N:2]1[CH2:7][CH2:6][CH:5]([N:8]2[C:17]3[C:12](=[CH:13][C:14]([N+:19]([O-:21])=[O:20])=[CH:15][CH:16]=3)[CH2:11][CH2:10][C:9]2=[O:18])[CH2:4][CH2:3]1. The yield is 0.884. (4) The reactants are [Cl:1][C:2]1[CH:7]=[CH:6][C:5]([N:8]2[CH2:12][CH:11]([C:13]([O-])=[O:14])[N:10]=[C:9]2[C:16]2[CH:21]=[CH:20][C:19]([Cl:22])=[CH:18][C:17]=2[Cl:23])=[CH:4][CH:3]=1.[Li+].F[P-](F)(F)(F)(F)F.N1(O[P+](N(C)C)(N(C)C)N(C)C)[C:36]2[CH:37]=[CH:38][CH:39]=C[C:35]=2[N:34]=[N:33]1.NN1CCCCC1.C(N(CC)CC)C. The catalyst is CN(C=O)C. The product is [Cl:1][C:2]1[CH:7]=[CH:6][C:5]([N:8]2[CH2:12][CH:11]([C:13]([NH:33][N:34]3[CH2:39][CH2:38][CH2:37][CH2:36][CH2:35]3)=[O:14])[N:10]=[C:9]2[C:16]2[CH:21]=[CH:20][C:19]([Cl:22])=[CH:18][C:17]=2[Cl:23])=[CH:4][CH:3]=1. The yield is 0.310. (5) The product is [CH3:25][N:23]([CH3:24])[C:22]([C:12]1[N:11]([C:27]2[CH:28]=[CH:29][C:30]([OH:33])=[CH:31][CH:32]=2)[C:10]([C:34]([O:36][CH2:37][CH3:38])=[O:35])=[C:9]([OH:8])[C:13]=1[OH:14])=[O:26]. The yield is 0.560. The catalyst is CO.[Pd]. The reactants are C([O:8][C:9]1[C:13]([O:14]CC2C=CC=CC=2)=[C:12]([C:22](=[O:26])[N:23]([CH3:25])[CH3:24])[N:11]([C:27]2[CH:32]=[CH:31][C:30]([OH:33])=[CH:29][CH:28]=2)[C:10]=1[C:34]([O:36][CH2:37][CH3:38])=[O:35])C1C=CC=CC=1. (6) The reactants are [O:1]=[S:2]1(=[O:30])[CH2:7][CH2:6][N:5]([C:8]([C:10]2[NH:11][C:12]3[C:17]([CH:18]=2)=[CH:16][C:15]([C:19]([N:21]2[CH2:26][CH2:25][N:24]([CH:27]([CH3:29])[CH3:28])[CH2:23][CH2:22]2)=[O:20])=[CH:14][CH:13]=3)=[O:9])[CH2:4][CH2:3]1.[Cl:31][C:32]1[CH:37]=[CH:36][C:35](B(O)O)=[CH:34][CH:33]=1.N1C=CC=CC=1. The catalyst is ClCCl.C([O-])(=O)C.[Cu+2].C([O-])(=O)C. The product is [Cl:31][C:32]1[CH:37]=[CH:36][C:35]([N:11]2[C:12]3[C:17](=[CH:16][C:15]([C:19]([N:21]4[CH2:22][CH2:23][N:24]([CH:27]([CH3:28])[CH3:29])[CH2:25][CH2:26]4)=[O:20])=[CH:14][CH:13]=3)[CH:18]=[C:10]2[C:8]([N:5]2[CH2:6][CH2:7][S:2](=[O:1])(=[O:30])[CH2:3][CH2:4]2)=[O:9])=[CH:34][CH:33]=1. The yield is 0.340.